From a dataset of Forward reaction prediction with 1.9M reactions from USPTO patents (1976-2016). Predict the product of the given reaction. (1) Given the reactants [N:1]1([C:6]([CH3:61])([CH3:60])[C:7]#[C:8][C:9]2[N:14]=[C:13]([C@@H:15]([NH:25][C:26](=[O:43])[CH2:27][N:28]3[C:32]4[C:33]([F:38])([F:37])[C@@H:34]5[CH2:36][C@@H:35]5[C:31]=4[C:30]([C:39](F)([F:41])[F:40])=[N:29]3)[CH2:16][C:17]3[CH:22]=[C:21]([F:23])[CH:20]=[C:19]([F:24])[CH:18]=3)[C:12]([C:44]3[CH:45]=[CH:46][C:47]([Cl:59])=[C:48]4[C:52]=3[N:51]([CH3:53])[N:50]=[C:49]4[NH:54][S:55]([CH3:58])(=[O:57])=[O:56])=[CH:11][CH:10]=2)[CH:5]=[CH:4][N:3]=[CH:2]1.ClC1C=CC(C2C([C@@H](NC(=O)CN3C4C(F)(F)[C@@H]5C[C@@H]5C=4C(C(F)F)=N3)CC3C=C(F)C=C(F)C=3)=NC(C#CC(C)(N3CCOC3=O)C)=CC=2)=C2C=1C(NS(C)(=O)=O)=NN2C, predict the reaction product. The product is: [N:1]1([C:6]([CH3:61])([CH3:60])[C:7]#[C:8][C:9]2[N:14]=[C:13]([C@@H:15]([NH:25][C:26](=[O:43])[CH2:27][N:28]3[C:32]4[C:33]([F:37])([F:38])[C@@H:34]5[CH2:36][C@@H:35]5[C:31]=4[C:30]([CH:39]([F:41])[F:40])=[N:29]3)[CH2:16][C:17]3[CH:18]=[C:19]([F:24])[CH:20]=[C:21]([F:23])[CH:22]=3)[C:12]([C:44]3[CH:45]=[CH:46][C:47]([Cl:59])=[C:48]4[C:52]=3[N:51]([CH3:53])[N:50]=[C:49]4[NH:54][S:55]([CH3:58])(=[O:56])=[O:57])=[CH:11][CH:10]=2)[CH:5]=[CH:4][N:3]=[CH:2]1. (2) Given the reactants [H-].[H-].[H-].[H-].[Li+].[Al+3].[CH2:7]([C:25]([CH2:47][CH2:48][CH2:49][CH2:50][CH2:51][CH2:52][CH2:53][CH2:54][CH2:55][CH2:56][CH2:57][CH2:58][CH2:59][CH2:60][CH2:61][CH2:62][CH2:63][CH3:64])([CH2:29][CH2:30][CH2:31][CH2:32][CH2:33][CH2:34][CH2:35][CH2:36][CH2:37][CH2:38][CH2:39][CH2:40][CH2:41][CH2:42][CH2:43][CH2:44][CH2:45][CH3:46])[C:26](O)=[O:27])[CH2:8][CH2:9][CH2:10][CH2:11][CH2:12][CH2:13][CH2:14][CH2:15][CH2:16][CH2:17][CH2:18][CH2:19][CH2:20][CH2:21][CH2:22][CH2:23][CH3:24].O.Cl, predict the reaction product. The product is: [CH2:47]([C:25]([CH2:7][CH2:8][CH2:9][CH2:10][CH2:11][CH2:12][CH2:13][CH2:14][CH2:15][CH2:16][CH2:17][CH2:18][CH2:19][CH2:20][CH2:21][CH2:22][CH2:23][CH3:24])([CH2:29][CH2:30][CH2:31][CH2:32][CH2:33][CH2:34][CH2:35][CH2:36][CH2:37][CH2:38][CH2:39][CH2:40][CH2:41][CH2:42][CH2:43][CH2:44][CH2:45][CH3:46])[CH2:26][OH:27])[CH2:48][CH2:49][CH2:50][CH2:51][CH2:52][CH2:53][CH2:54][CH2:55][CH2:56][CH2:57][CH2:58][CH2:59][CH2:60][CH2:61][CH2:62][CH2:63][CH3:64]. (3) Given the reactants C(OC([O:9][C:10]([NH:12][CH2:13][CH:14]([CH2:19][CH:20]([CH3:22])[CH3:21])[CH2:15][C:16]([OH:18])=[O:17])=[O:11])C)(=O)C(C)C.C(=O)([O-])O[C:25]1C=CC([N+]([O-])=O)=[CH:27][C:26]=1[CH:34]([O:36][C:37](=[O:41])[CH:38]([CH3:40])[CH3:39])C, predict the reaction product. The product is: [C:37]([O:36][CH:34]([O:11][C:10]([NH:12][CH2:13][CH:14]([CH2:19][CH:20]([CH3:22])[CH3:21])[CH2:15][C:16]([OH:18])=[O:17])=[O:9])[CH:26]([CH3:25])[CH3:27])(=[O:41])[CH:38]([CH3:39])[CH3:40]. (4) The product is: [CH2:14]([O:16][CH:17]=[CH:18][C:19]([NH:11][C:10]1[CH:12]=[CH:13][C:7]([N:3]2[CH:4]=[CH:5][N:6]=[C:2]2[CH3:1])=[CH:8][CH:9]=1)=[O:20])[CH3:15]. Given the reactants [CH3:1][C:2]1[N:3]([C:7]2[CH:13]=[CH:12][C:10]([NH2:11])=[CH:9][CH:8]=2)[CH:4]=[CH:5][N:6]=1.[CH2:14]([O:16][CH:17]=[CH:18][C:19](Cl)=[O:20])[CH3:15], predict the reaction product. (5) Given the reactants [F-].[CH2:2]([N+](CCCC)(CCCC)CCCC)CCC.[CH2:19]([O:21][C:22]([CH:24]1[CH2:29][CH:28]([NH:30][C:31]([O:33]CC[Si](C)(C)C)=O)[CH2:27][N:26]([C:40]([O:42][C:43]([CH3:46])([CH3:45])[CH3:44])=[O:41])[CH2:25]1)=[O:23])[CH3:20].CCN(CC)CC.[Cl:54][C:55]1[CH:60]=[CH:59][CH:58]=[C:57]([F:61])[C:56]=1[C:62]1(C)[C:66](C(Cl)=O)=[CH:65][O:64][NH:63]1, predict the reaction product. The product is: [CH2:19]([O:21][C:22]([CH:24]1[CH2:29][CH:28]([NH:30][C:31]([C:66]2[C:62]([C:56]3[C:57]([F:61])=[CH:58][CH:59]=[CH:60][C:55]=3[Cl:54])=[N:63][O:64][C:65]=2[CH3:2])=[O:33])[CH2:27][N:26]([C:40]([O:42][C:43]([CH3:44])([CH3:45])[CH3:46])=[O:41])[CH2:25]1)=[O:23])[CH3:20]. (6) The product is: [NH2:44][C:42]([C@@H:37]([NH:36][C:24]([N:7]1[C:8]2[CH:13]=[CH:12][CH:11]=[CH:10][C:9]=2[N:5]([CH2:4][CH2:3][CH:2]([CH3:15])[CH3:1])[C:6]1=[O:14])=[O:25])[C:38]([CH3:41])([CH3:40])[CH3:39])=[O:43]. Given the reactants [CH3:1][CH:2]([CH3:15])[CH2:3][CH2:4][N:5]1[C:9]2[CH:10]=[CH:11][CH:12]=[CH:13][C:8]=2[NH:7][C:6]1=[O:14].C(N(CC)CC)C.Cl[C:24](OC1C=CC([N+]([O-])=O)=CC=1)=[O:25].[NH2:36][C@H:37]([C:42]([NH2:44])=[O:43])[C:38]([CH3:41])([CH3:40])[CH3:39], predict the reaction product. (7) Given the reactants [Cl:1][C:2]1[CH:7]=[CH:6][C:5]([C:8]2[CH:9]=[C:10]3[C:16]([C:17]([C:19]4[C:20]([F:33])=[C:21]([NH:26][S:27]([CH2:30][CH2:31][CH3:32])(=[O:29])=[O:28])[CH:22]=[CH:23][C:24]=4[F:25])=[O:18])=[CH:15][NH:14][C:11]3=[N:12][CH:13]=2)=[CH:4][CH:3]=1.CCN(CC)CC.[C:41]([O:45][CH:46](Cl)[CH3:47])(=[O:44])[CH2:42][CH3:43], predict the reaction product. The product is: [C:41]([O:45][CH:46]([N:14]1[C:11]2=[N:12][CH:13]=[C:8]([C:5]3[CH:6]=[CH:7][C:2]([Cl:1])=[CH:3][CH:4]=3)[CH:9]=[C:10]2[C:16]([C:17](=[O:18])[C:19]2[C:24]([F:25])=[CH:23][CH:22]=[C:21]([NH:26][S:27]([CH2:30][CH2:31][CH3:32])(=[O:28])=[O:29])[C:20]=2[F:33])=[CH:15]1)[CH3:47])(=[O:44])[CH2:42][CH3:43]. (8) Given the reactants [Si:1]([O:8]S(C(F)(F)F)(=O)=O)([C:4]([CH3:7])([CH3:6])[CH3:5])([CH3:3])[CH3:2].[Br:16][C:17]1[CH:22]=[CH:21][C:20]([C:23]([CH3:27])([CH3:26])[CH2:24]O)=[CH:19][CH:18]=1.N1C(C)=CC=CC=1C.C([O-])(O)=O.[Na+], predict the reaction product. The product is: [Br:16][C:17]1[CH:22]=[CH:21][C:20]([C:23]([CH3:27])([CH3:26])[CH2:24][O:8][Si:1]([C:4]([CH3:7])([CH3:6])[CH3:5])([CH3:3])[CH3:2])=[CH:19][CH:18]=1. (9) Given the reactants [CH3:1][C:2]([C:12]1[C:20]2[O:19][CH2:18][CH2:17][C:16]=2[CH:15]=[CH:14][CH:13]=1)([CH3:11])[CH2:3][C:4]1([C:7]([F:10])([F:9])[F:8])[CH2:6][O:5]1.[CH3:21][O:22][C:23]1[CH:28]=[CH:27][C:26]([N:29]2[C:37]3[CH:36]=[CH:35][CH:34]=[C:33]([NH2:38])[C:32]=3[CH:31]=[N:30]2)=[CH:25][CH:24]=1, predict the reaction product. The product is: [O:19]1[C:20]2[C:12]([C:2]([CH3:1])([CH3:11])[CH2:3][C:4]([CH2:6][NH:38][C:33]3[CH:34]=[CH:35][CH:36]=[C:37]4[C:32]=3[CH:31]=[N:30][N:29]4[C:26]3[CH:27]=[CH:28][C:23]([O:22][CH3:21])=[CH:24][CH:25]=3)([OH:5])[C:7]([F:8])([F:9])[F:10])=[CH:13][CH:14]=[CH:15][C:16]=2[CH2:17][CH2:18]1. (10) Given the reactants [CH3:1][C:2]1[S:3][C:4]([C:8]2[C:18]3[O:17][CH2:16][CH2:15][N:14](C(OC(C)(C)C)=O)[CH2:13][C:12]=3[CH:11]=[CH:10][CH:9]=2)=[C:5]([CH3:7])[N:6]=1.C(OCC)(=O)C.[ClH:32], predict the reaction product. The product is: [ClH:32].[CH3:1][C:2]1[S:3][C:4]([C:8]2[C:18]3[O:17][CH2:16][CH2:15][NH:14][CH2:13][C:12]=3[CH:11]=[CH:10][CH:9]=2)=[C:5]([CH3:7])[N:6]=1.